Dataset: Experimentally validated miRNA-target interactions with 360,000+ pairs, plus equal number of negative samples. Task: Binary Classification. Given a miRNA mature sequence and a target amino acid sequence, predict their likelihood of interaction. (1) The miRNA is hsa-miR-5587-3p with sequence GCCCCGGGCAGUGUGAUCAUC. The protein sequence of the target gene is MEAARDYAGALIRPLTFMGSQTKRVLFTPLMHPARPFRVSNHDRSSRRGVMASSLQELISKTLDALVIATGLVTLVLEEDGTVVDTEEFFQTLGDNTHFMILEKGQKWMPGSQHVPTCSPPKRSGIARVTFDLYRLNPKDFIGCLNVKATMYEMYSVSYDIRCTGLKGLLRSLLRFLSYSAQVTGQFLIYLGTYMLRVLDDKEERPSLRSQAKGRFTCG. Result: 0 (no interaction). (2) The miRNA is mmu-miR-669i with sequence UGCAUAUACACACAUGCAUAC. The protein sequence of the target gene is MAQQAADKYLYVDKNFINNPLAQADWAAKKLVWVPSSKNGFEPASLKEEVGEEAIVELVENGKKVKVNKDDIQKMNPPKFSKVEDMAELTCLNEASVLHNLKERYYSGLIYTYSGLFCVVINPYKNLPIYSEEIVEMYKGKKRHEMPPHIYAITDTAYRSMMQDREDQSILCTGESGAGKTENTKKVIQYLAHVASSHKSKKDQGELERQLLQANPILEAFGNAKTVKNDNSSRFGKFIRINFDVNGYIVGANIETYLLEKSRAIRQAKEERTFHIFYYLLSGAGEHLKTDLLLEPYNKY.... Result: 0 (no interaction). (3) The miRNA is mmu-miR-125a-3p with sequence ACAGGUGAGGUUCUUGGGAGCC. The protein sequence of the target gene is MEGDGSDPEPPDAGEDSKSENGENAPIYCICRKPDINCFMIGCDNCNEWFHGDCIRITEKMAKAIREWYCRECREKDPKLEIRYRHKKSRERDGNERDSSEPRDEGGGRKRPVPDPDLQRRAGSGTGVGAMLARGSASPHKSSPQPLVATPSQHHQQQQQQIKRSARMCGECEACRRTEDCGHCDFCRDMKKFGGPNKIRQKCRLRQCQLRARESYKYFPSSLSPVTPSESLPRPRRPLPTQQQPQPSQKLGRIREDEGAVASSTVKEPPEATATPEPLSDEDLPLDPDLYQDFCAGAFD.... Result: 0 (no interaction). (4) The miRNA is hsa-miR-132-5p with sequence ACCGUGGCUUUCGAUUGUUACU. The protein sequence of the target gene is MAASELYTKFARVWIPDPEEVWKSAELLKDYKPGDKVLLLHLEEGKDLEYRLDPKTGELPHLRNPDILVGENDLTALSYLHEPAVLHNLRVRFIDSKLIYTYCGIVLVAINPYEQLPIYGEDIINAYSGQNMGDMDPHIFAVAEEAYKQMARDERNQSIIVSGESGAGKTVSAKYAMRYFATVSGSASEANVEEKVLASNPIMESIGNAKTTRNDNSSRFGKYIEIGFDKRYRIIGANMRTYLLEKSRVVFQAEEERNYHIFYQLCASAKLPEFKMLRLGNADSFHYTKQGGSPMIEGVD.... Result: 0 (no interaction).